The task is: Predict the product of the given reaction.. This data is from Forward reaction prediction with 1.9M reactions from USPTO patents (1976-2016). (1) Given the reactants [Cl:1][C:2]1[C:7]2[S:8][CH:9]=[CH:10][C:6]=2[N:5]=[CH:4][CH:3]=1.C([Li])CCC.I[C:17]1[N:18]=[CH:19][N:20]([CH2:22][C:23]([O:25][CH2:26][CH3:27])=[O:24])[CH:21]=1, predict the reaction product. The product is: [Cl:1][C:2]1[CH:3]=[CH:4][N:5]=[C:6]2[CH:10]=[C:9]([C:17]3[N:18]=[CH:19][N:20]([CH2:22][C:23]([O:25][CH2:26][CH3:27])=[O:24])[CH:21]=3)[S:8][C:7]=12. (2) The product is: [C:26]([NH:1][C:2]1[CH:3]=[C:4]([NH:8]/[C:9](=[C:16]2\[C:17](=[O:25])[NH:18][C:19]3[C:24]\2=[CH:23][CH:22]=[CH:21][CH:20]=3)/[C:10]2[CH:15]=[CH:14][CH:13]=[CH:12][CH:11]=2)[CH:5]=[CH:6][CH:7]=1)(=[O:28])[CH3:27]. Given the reactants [NH2:1][C:2]1[CH:3]=[C:4]([NH:8]/[C:9](=[C:16]2\[C:17](=[O:25])[NH:18][C:19]3[C:24]\2=[CH:23][CH:22]=[CH:21][CH:20]=3)/[C:10]2[CH:15]=[CH:14][CH:13]=[CH:12][CH:11]=2)[CH:5]=[CH:6][CH:7]=1.[C:26](OC(=O)C)(=[O:28])[CH3:27], predict the reaction product. (3) Given the reactants Br[C:2]1[C:6]2[CH2:7][N:8]([C:11](=[O:13])[CH3:12])[CH2:9][CH2:10][C:5]=2[N:4]([CH:14]2[CH2:19][CH2:18][O:17][CH2:16][CH2:15]2)[N:3]=1.[CH3:20][N:21]1[CH:25]=[C:24]([C:26]2[CH:27]=[C:28]3[C:32](=[CH:33][C:34]=2[C:35]#[N:36])[NH:31][CH2:30][CH2:29]3)[CH:23]=[N:22]1.C(O[Na])(C)(C)C.C1(P(C2CCCCC2)C2C=CC=CC=2C2C(OC(C)C)=CC=CC=2OC(C)C)CCCCC1, predict the reaction product. The product is: [C:11]([N:8]1[CH2:9][CH2:10][C:5]2[N:4]([CH:14]3[CH2:19][CH2:18][O:17][CH2:16][CH2:15]3)[N:3]=[C:2]([N:31]3[C:32]4[C:28](=[CH:27][C:26]([C:24]5[CH:23]=[N:22][N:21]([CH3:20])[CH:25]=5)=[C:34]([C:35]#[N:36])[CH:33]=4)[CH2:29][CH2:30]3)[C:6]=2[CH2:7]1)(=[O:13])[CH3:12]. (4) Given the reactants [BH4-].[Na+].[CH3:3][C@H:4]1[CH2:13][C:12](=[O:14])[CH2:11][C:6]2([CH2:10][CH2:9][CH2:8][CH2:7]2)[C@H:5]1[C:15]([O:17][CH2:18][CH3:19])=[O:16].Cl, predict the reaction product. The product is: [OH:14][C@@H:12]1[CH2:11][C:6]2([CH2:7][CH2:8][CH2:9][CH2:10]2)[C@@H:5]([C:15]([O:17][CH2:18][CH3:19])=[O:16])[C@@H:4]([CH3:3])[CH2:13]1.[OH:14][C@H:12]1[CH2:11][C:6]2([CH2:7][CH2:8][CH2:9][CH2:10]2)[C@@H:5]([C:15]([O:17][CH2:18][CH3:19])=[O:16])[C@@H:4]([CH3:3])[CH2:13]1. (5) Given the reactants I[C:2]1[CH:7]=[CH:6][N:5]=[C:4]2[NH:8][N:9]=[CH:10][C:3]=12.[CH3:11][C:12]([C:16]1[CH:21]=[CH:20][CH:19]=[C:18](B2OC(C)(C)C(C)(C)O2)[CH:17]=1)([CH3:15])[C:13]#[N:14].C(=O)([O-])[O-].[Na+].[Na+], predict the reaction product. The product is: [NH:8]1[C:4]2=[N:5][CH:6]=[CH:7][C:2]([C:18]3[CH:17]=[C:16]([C:12]([CH3:15])([CH3:11])[C:13]#[N:14])[CH:21]=[CH:20][CH:19]=3)=[C:3]2[CH:10]=[N:9]1. (6) Given the reactants CN(C(ON1N=NC2C=CC=NC1=2)=[N+](C)C)C.F[P-](F)(F)(F)(F)F.[CH2:25]([O:27][C:28]([CH:30]1[CH:35]2[CH:31]1[CH2:32][CH:33]([S:36][C:37]1[CH:38]=[C:39]([CH:43]=[CH:44][C:45]=1[F:46])[C:40](O)=[O:41])[CH2:34]2)=[O:29])[CH3:26].[F:47][C:48]1[CH:49]=[C:50]([CH:52]=[C:53]([F:56])[C:54]=1[F:55])[NH2:51], predict the reaction product. The product is: [F:46][C:45]1[CH:44]=[CH:43][C:39]([C:40](=[O:41])[NH:51][C:50]2[CH:49]=[C:48]([F:47])[C:54]([F:55])=[C:53]([F:56])[CH:52]=2)=[CH:38][C:37]=1[S:36][CH:33]1[CH2:32][CH:31]2[CH:35]([CH:30]2[C:28]([O:27][CH2:25][CH3:26])=[O:29])[CH2:34]1. (7) The product is: [CH3:12][C:7]1([CH3:13])[O:6][C:5]2[CH:4]=[CH:3][C:2]([C:20]3[CH:19]=[CH:18][CH:17]=[C:16]([C:15]([F:26])([F:25])[F:14])[CH:21]=3)=[N:11][C:10]=2[NH:9][CH2:8]1. Given the reactants Br[C:2]1[CH:3]=[CH:4][C:5]2[O:6][C:7]([CH3:13])([CH3:12])[CH2:8][NH:9][C:10]=2[N:11]=1.[F:14][C:15]([F:26])([F:25])[C:16]1[CH:17]=[C:18](B(O)O)[CH:19]=[CH:20][CH:21]=1.C(=O)([O-])[O-].[Cs+].[Cs+], predict the reaction product. (8) Given the reactants C(Cl)(=O)C(Cl)=O.[F:7][C:8]1[CH:14]=[C:13]([CH3:15])[C:11]([NH2:12])=[C:10]([CH3:16])[CH:9]=1.C([Li])CCC.CCCCCC.[Br:28][C:29]1[CH:41]=[CH:40][C:39]([N+:42]([O-:44])=[O:43])=[CH:38][C:30]=1[O:31][C:32]([CH3:37])([CH3:36])[C:33](Cl)=[O:34].C(O)(=O)CC(CC(O)=O)(C(O)=O)O.C(=O)([O-])O.[Na+], predict the reaction product. The product is: [Br:28][C:29]1[CH:41]=[CH:40][C:39]([N+:42]([O-:44])=[O:43])=[CH:38][C:30]=1[O:31][C:32]([CH3:37])([CH3:36])[C:33]([NH:12][C:11]1[C:13]([CH3:15])=[CH:14][C:8]([F:7])=[CH:9][C:10]=1[CH3:16])=[O:34].